From a dataset of Forward reaction prediction with 1.9M reactions from USPTO patents (1976-2016). Predict the product of the given reaction. (1) Given the reactants [CH3:1][O:2][C:3]1[CH:12]=[CH:11][CH:10]=[C:9]2[C:4]=1[CH2:5][CH2:6][CH2:7][C:8]2=[O:13].[BH4-].[Na+], predict the reaction product. The product is: [CH3:1][O:2][C:3]1[CH:12]=[CH:11][CH:10]=[C:9]2[C:4]=1[CH2:5][CH2:6][CH2:7][CH:8]2[OH:13]. (2) The product is: [CH3:18][O:17][C:5]1[CH:4]=[CH:3][C:2]([S:25][CH3:24])=[CH:16][C:6]=1[CH2:7][OH:8]. Given the reactants Br[C:2]1[CH:3]=[CH:4][C:5]([O:17][CH3:18])=[C:6]([CH:16]=1)[CH2:7][O:8][Si](C(C)(C)C)(C)C.C([Li])CCC.[CH3:24][S:25]SC.O.[F-].C([N+](CCCC)(CCCC)CCCC)CCC, predict the reaction product. (3) Given the reactants [CH2:1]([O:8][C:9]1[CH2:18][CH2:17][C:16]2[CH:15]=[C:14]([C@H:19]3[CH2:28][CH2:27][C@@:21]4([NH:25][C:24](=[O:26])[O:23][CH2:22]4)[CH2:20]3)[CH:13]=[CH:12][C:11]=2[CH:10]=1)[CH2:2][CH2:3][CH2:4][CH2:5]CC, predict the reaction product. The product is: [CH2:1]([O:8][CH:9]1[CH2:18][CH2:17][C:16]2[CH:15]=[C:14]([C@H:19]3[CH2:28][CH2:27][C@@:21]4([NH:25][C:24](=[O:26])[O:23][CH2:22]4)[CH2:20]3)[CH:13]=[CH:12][C:11]=2[CH2:10]1)[CH2:2][CH2:3][CH2:4][CH3:5]. (4) Given the reactants [CH2:1]([NH:3][C:4](=[O:26])[NH:5][C:6]1[N:11]=[CH:10][C:9](B(O)O)=[C:8]([C:15]2[S:16][CH:17]=[C:18]([C:20]3[CH:25]=[CH:24][CH:23]=[CH:22][N:21]=3)[N:19]=2)[CH:7]=1)[CH3:2].Br[C:28]1[CH:29]=[C:30]([C:34]2[O:35][C:36]([CH3:39])=[N:37][N:38]=2)[CH:31]=[N:32][CH:33]=1.C(=O)([O-])[O-].[Cs+].[Cs+], predict the reaction product. The product is: [CH2:1]([NH:3][C:4]([NH:5][C:6]1[N:11]=[CH:10][C:9]([C:28]2[CH:33]=[N:32][CH:31]=[C:30]([C:34]3[O:35][C:36]([CH3:39])=[N:37][N:38]=3)[CH:29]=2)=[C:8]([C:15]2[S:16][CH:17]=[C:18]([C:20]3[CH:25]=[CH:24][CH:23]=[CH:22][N:21]=3)[N:19]=2)[CH:7]=1)=[O:26])[CH3:2]. (5) Given the reactants [Cl:1][C:2]1[C:3]([C:28]2[C:36]3[C:31](=[CH:32][CH:33]=[CH:34][CH:35]=3)[N:30]([S:37]([C:40]3[CH:45]=[CH:44][CH:43]=[CH:42][CH:41]=3)(=[O:39])=[O:38])[CH:29]=2)=[N:4][C:5]([NH:8][C@@H:9]2[CH2:14][CH2:13][CH2:12][C@H:11]([NH:15][S:16]([C:19]3[CH:24]=[CH:23][C:22]([N+:25]([O-])=O)=[CH:21][CH:20]=3)(=[O:18])=[O:17])[CH2:10]2)=[N:6][CH:7]=1.CCOC(C)=O.CO, predict the reaction product. The product is: [NH2:25][C:22]1[CH:21]=[CH:20][C:19]([S:16]([NH:15][C@H:11]2[CH2:12][CH2:13][CH2:14][C@@H:9]([NH:8][C:5]3[N:4]=[C:3]([C:28]4[C:36]5[C:31](=[CH:32][CH:33]=[CH:34][CH:35]=5)[N:30]([S:37]([C:40]5[CH:45]=[CH:44][CH:43]=[CH:42][CH:41]=5)(=[O:38])=[O:39])[CH:29]=4)[C:2]([Cl:1])=[CH:7][N:6]=3)[CH2:10]2)(=[O:18])=[O:17])=[CH:24][CH:23]=1. (6) Given the reactants [CH2:1]([O:8][C:9]([C:11]1[CH:16]([C:17]2[CH:22]=[CH:21][C:20]([F:23])=[C:19]([F:24])[CH:18]=2)[NH:15][C:14]([O:25][CH3:26])=[N:13][C:12]=1[CH2:27][CH3:28])=[O:10])[C:2]1[CH:7]=[CH:6][CH:5]=[CH:4][CH:3]=1.Cl[C:30]([O:32][CH3:33])=[O:31], predict the reaction product. The product is: [CH2:1]([O:8][C:9]([C:11]1[CH:16]([C:17]2[CH:22]=[CH:21][C:20]([F:23])=[C:19]([F:24])[CH:18]=2)[N:15]([C:30]([O:32][CH3:33])=[O:31])[C:14]([O:25][CH3:26])=[N:13][C:12]=1[CH2:27][CH3:28])=[O:10])[C:2]1[CH:7]=[CH:6][CH:5]=[CH:4][CH:3]=1. (7) Given the reactants [F:1][C:2]1[CH:10]=[C:9]2[C:5]([C:6]([CH:18]3[CH2:23][CH2:22][NH:21][CH2:20][CH2:19]3)=[CH:7][N:8]2[CH2:11][CH2:12][C:13]2[CH:17]=[CH:16][S:15][CH:14]=2)=[CH:4][CH:3]=1.C([O:26][C:27](=[O:38])[C:28]1[CH:33]=[CH:32][CH:31]=[CH:30][C:29]=1[O:34][CH2:35][CH2:36]Cl)C, predict the reaction product. The product is: [F:1][C:2]1[CH:10]=[C:9]2[C:5]([C:6]([CH:18]3[CH2:19][CH2:20][N:21]([CH2:36][CH2:35][O:34][C:29]4[CH:30]=[CH:31][CH:32]=[CH:33][C:28]=4[C:27]([OH:38])=[O:26])[CH2:22][CH2:23]3)=[CH:7][N:8]2[CH2:11][CH2:12][C:13]2[CH:17]=[CH:16][S:15][CH:14]=2)=[CH:4][CH:3]=1.